This data is from Catalyst prediction with 721,799 reactions and 888 catalyst types from USPTO. The task is: Predict which catalyst facilitates the given reaction. (1) Reactant: [Br:1][C:2]1[CH:7]=[CH:6][C:5]([N+:8]([O-:10])=[O:9])=[CH:4][C:3]=1[S:11]([NH:14][C@@H:15]1[CH2:19][CH2:18][N:17]([C:20](OC(C)(C)C)=O)[CH2:16]1)(=[O:13])=[O:12].Cl.CC[N:30](C(C)C)C(C)C.BrC#N.C(O)C(N)(CO)CO. Product: [Br:1][C:2]1[CH:7]=[CH:6][C:5]([N+:8]([O-:10])=[O:9])=[CH:4][C:3]=1[S:11]([NH:14][C@@H:15]1[CH2:19][CH2:18][N:17]([C:20]#[N:30])[CH2:16]1)(=[O:12])=[O:13]. The catalyst class is: 12. (2) Reactant: [Br:1][C:2]1[C:3]2[O:12][C:11]([CH:13]=O)=[CH:10][C:4]=2[C:5](=[O:9])[N:6]([CH3:8])[CH:7]=1.[NH:15]1[CH2:20][CH2:19][S:18](=[O:22])(=[O:21])[CH2:17][CH2:16]1.C([BH3-])#N.[Na+]. Product: [Br:1][C:2]1[C:3]2[O:12][C:11]([CH2:13][N:15]3[CH2:20][CH2:19][S:18](=[O:22])(=[O:21])[CH2:17][CH2:16]3)=[CH:10][C:4]=2[C:5](=[O:9])[N:6]([CH3:8])[CH:7]=1. The catalyst class is: 5.